Dataset: NCI-60 drug combinations with 297,098 pairs across 59 cell lines. Task: Regression. Given two drug SMILES strings and cell line genomic features, predict the synergy score measuring deviation from expected non-interaction effect. (1) Drug 1: C1=CN(C(=O)N=C1N)C2C(C(C(O2)CO)O)O.Cl. Drug 2: CC1C(C(CC(O1)OC2CC(CC3=C2C(=C4C(=C3O)C(=O)C5=C(C4=O)C(=CC=C5)OC)O)(C(=O)CO)O)N)O.Cl. Cell line: K-562. Synergy scores: CSS=49.1, Synergy_ZIP=-6.02, Synergy_Bliss=-11.4, Synergy_Loewe=5.16, Synergy_HSA=-3.54. (2) Drug 1: C1=CC(=CC=C1CC(C(=O)O)N)N(CCCl)CCCl.Cl. Drug 2: CCC1(CC2CC(C3=C(CCN(C2)C1)C4=CC=CC=C4N3)(C5=C(C=C6C(=C5)C78CCN9C7C(C=CC9)(C(C(C8N6C)(C(=O)OC)O)OC(=O)C)CC)OC)C(=O)OC)O.OS(=O)(=O)O. Cell line: ACHN. Synergy scores: CSS=37.2, Synergy_ZIP=-2.95, Synergy_Bliss=-2.00, Synergy_Loewe=-5.81, Synergy_HSA=-0.423. (3) Drug 1: CC(C1=C(C=CC(=C1Cl)F)Cl)OC2=C(N=CC(=C2)C3=CN(N=C3)C4CCNCC4)N. Drug 2: C1C(C(OC1N2C=NC3=C2NC=NCC3O)CO)O. Cell line: HT29. Synergy scores: CSS=5.76, Synergy_ZIP=2.19, Synergy_Bliss=5.01, Synergy_Loewe=-4.83, Synergy_HSA=1.97. (4) Drug 2: CNC(=O)C1=NC=CC(=C1)OC2=CC=C(C=C2)NC(=O)NC3=CC(=C(C=C3)Cl)C(F)(F)F. Cell line: NCI-H322M. Synergy scores: CSS=0.0395, Synergy_ZIP=-1.65, Synergy_Bliss=-5.33, Synergy_Loewe=-13.6, Synergy_HSA=-7.56. Drug 1: C1C(C(OC1N2C=C(C(=O)NC2=O)F)CO)O. (5) Drug 1: C1=CC(=CC=C1CC(C(=O)O)N)N(CCCl)CCCl.Cl. Drug 2: CN1C(=O)N2C=NC(=C2N=N1)C(=O)N. Cell line: A498. Synergy scores: CSS=1.48, Synergy_ZIP=0.814, Synergy_Bliss=0.405, Synergy_Loewe=-6.95, Synergy_HSA=-4.06. (6) Drug 1: C(=O)(N)NO. Drug 2: CC1=C(N=C(N=C1N)C(CC(=O)N)NCC(C(=O)N)N)C(=O)NC(C(C2=CN=CN2)OC3C(C(C(C(O3)CO)O)O)OC4C(C(C(C(O4)CO)O)OC(=O)N)O)C(=O)NC(C)C(C(C)C(=O)NC(C(C)O)C(=O)NCCC5=NC(=CS5)C6=NC(=CS6)C(=O)NCCC[S+](C)C)O. Cell line: OVCAR-5. Synergy scores: CSS=30.2, Synergy_ZIP=-9.49, Synergy_Bliss=-0.235, Synergy_Loewe=-39.5, Synergy_HSA=0.320. (7) Drug 1: CCCCC(=O)OCC(=O)C1(CC(C2=C(C1)C(=C3C(=C2O)C(=O)C4=C(C3=O)C=CC=C4OC)O)OC5CC(C(C(O5)C)O)NC(=O)C(F)(F)F)O. Drug 2: CC12CCC3C(C1CCC2O)C(CC4=C3C=CC(=C4)O)CCCCCCCCCS(=O)CCCC(C(F)(F)F)(F)F. Cell line: OVCAR-4. Synergy scores: CSS=17.4, Synergy_ZIP=-8.08, Synergy_Bliss=-7.53, Synergy_Loewe=-9.61, Synergy_HSA=-6.46.